From a dataset of Reaction yield outcomes from USPTO patents with 853,638 reactions. Predict the reaction yield, written as a fraction of the theoretical maximum amount of product (1.0 means a 100% yield; for example, 0.34 means a 34% yield). (1) The reactants are [I:1][C:2]1[C:10]2[C:5](=[CH:6][CH:7]=[C:8]([C:11]([OH:13])=O)[CH:9]=2)[NH:4][N:3]=1.CN(C(ON1N=N[C:24]2[CH:25]=[CH:26][CH:27]=[CH:28][C:23]1=2)=[N+](C)C)C.[B-](F)(F)(F)F.[CH3:36][CH2:37][N:38](C(C)C)C(C)C.CN([CH:48]=[O:49])C. The catalyst is CO.C(Cl)Cl. The product is [OH:49][CH2:48][CH2:36][C@H:37]([NH:38][C:11]([C:8]1[CH:9]=[C:10]2[C:5](=[CH:6][CH:7]=1)[NH:4][N:3]=[C:2]2[I:1])=[O:13])[C:23]1[CH:24]=[CH:25][CH:26]=[CH:27][CH:28]=1. The yield is 0.480. (2) The reactants are [NH2:1][C:2](=[O:46])[CH2:3][C:4]1[C:41]([C:42]([F:45])([F:44])[F:43])=[CH:40][CH:39]=[CH:38][C:5]=1[CH2:6][CH2:7][C:8]1[C:13]([C:14]([F:17])([F:16])[F:15])=[CH:12][N:11]=[C:10]([NH:18][C:19]2[CH:24]=[CH:23][C:22]([CH:25]3[CH2:30][CH2:29][N:28](C(OC(C)(C)C)=O)[CH2:27][CH2:26]3)=[CH:21][CH:20]=2)[N:9]=1.C(O)(C(F)(F)F)=O. The catalyst is C(Cl)Cl. The product is [NH:28]1[CH2:29][CH2:30][CH:25]([C:22]2[CH:23]=[CH:24][C:19]([NH:18][C:10]3[N:9]=[C:8]([CH2:7][CH2:6][C:5]4[CH:38]=[CH:39][CH:40]=[C:41]([C:42]([F:43])([F:44])[F:45])[C:4]=4[CH2:3][C:2]([NH2:1])=[O:46])[C:13]([C:14]([F:17])([F:15])[F:16])=[CH:12][N:11]=3)=[CH:20][CH:21]=2)[CH2:26][CH2:27]1. The yield is 0.880. (3) The yield is 0.950. The product is [Cl:15][C:10]1[CH:9]=[C:8]([C:3]2([C:4]([O:6][CH3:7])=[O:5])[CH2:19][CH:18]2/[CH:17]=[CH:16]/[C:20]2[CH:25]=[CH:24][CH:23]=[CH:22][CH:21]=2)[CH:13]=[CH:12][C:11]=1[Cl:14]. The reactants are [N+](=[C:3]([C:8]1[CH:13]=[CH:12][C:11]([Cl:14])=[C:10]([Cl:15])[CH:9]=1)[C:4]([O:6][CH3:7])=[O:5])=[N-].[CH:16](/[C:20]1[CH:25]=[CH:24][CH:23]=[CH:22][CH:21]=1)=[CH:17]\[CH:18]=[CH2:19]. The catalyst is C1(C)C=CC=CC=1. (4) The product is [F:13][C:14]1[CH:19]=[CH:18][C:17]([CH2:20][C:21]2[NH:22][N:11]=[N:10][N:9]=2)=[CH:16][CH:15]=1. The yield is 0.720. The catalyst is C1(C)C=CC=CC=1. The reactants are [Cl-].C([NH+](CC)CC)C.[N-:9]=[N+:10]=[N-:11].[Na+].[F:13][C:14]1[CH:19]=[CH:18][C:17]([CH2:20][C:21]#[N:22])=[CH:16][CH:15]=1.O. (5) The reactants are [CH3:1][S:2]([C:5]1([C:8]2[N:13]=[C:12](SC)[N:11]=[C:10]([N:16]3[CH2:21][CH2:20][O:19][CH2:18][CH2:17]3)[CH:9]=2)[CH2:7][CH2:6]1)(=[O:4])=[O:3].[NH:22]1[C:30]2[C:25](=[C:26](B(O)O)[CH:27]=[CH:28][CH:29]=2)[CH:24]=[CH:23]1. The catalyst is O1CCOCC1.CC(N(C)C)=O.S1C=CC=C1C(O[Cu])=O. The product is [CH3:1][S:2]([C:5]1([C:8]2[CH:9]=[C:10]([N:16]3[CH2:21][CH2:20][O:19][CH2:18][CH2:17]3)[N:11]=[C:12]([C:26]3[CH:27]=[CH:28][CH:29]=[C:30]4[C:25]=3[CH:24]=[CH:23][NH:22]4)[N:13]=2)[CH2:7][CH2:6]1)(=[O:4])=[O:3]. The yield is 0.240.